Dataset: Full USPTO retrosynthesis dataset with 1.9M reactions from patents (1976-2016). Task: Predict the reactants needed to synthesize the given product. (1) Given the product [Cl:10][C:11]1[C:12]2[N:13]([C:39]([CH:35]3[CH2:38][CH2:37][CH2:36]3)=[N:34][C:17]=2[C:18]2[CH:27]=[C:26]3[C:21]([CH:22]=[CH:23][CH:24]=[N:25]3)=[CH:20][CH:19]=2)[CH:14]=[CH:15][N:16]=1, predict the reactants needed to synthesize it. The reactants are: N(C(C)C)(C(C)C)CC.[Cl:10][C:11]1[C:12]([CH:17]([NH2:34])[C:18]2[CH:27]=[C:26]3[C:21]([CH:22]=[CH:23][C:24](C4C=CC=CC=4)=[N:25]3)=[CH:20][CH:19]=2)=[N:13][CH:14]=[CH:15][N:16]=1.[CH:35]1([C:39](Cl)=O)[CH2:38][CH2:37][CH2:36]1. (2) Given the product [CH3:11][C:6]1[CH:7]=[CH:8][C:9]([NH:10][CH2:15][CH2:16][O:17][C:18]2[CH:23]=[CH:22][CH:21]=[CH:20][CH:19]=2)=[C:4]([N+:1]([O-:3])=[O:2])[CH:5]=1, predict the reactants needed to synthesize it. The reactants are: [N+:1]([C:4]1[CH:5]=[C:6]([CH3:11])[CH:7]=[CH:8][C:9]=1[NH2:10])([O-:3])=[O:2].[H-].[Na+].Br[CH2:15][CH2:16][O:17][C:18]1[CH:23]=[CH:22][CH:21]=[CH:20][CH:19]=1. (3) Given the product [Br:11][CH2:8][C:6]1[CH:5]=[CH:4][C:3]([O:9][CH3:10])=[C:2]([Cl:1])[CH:7]=1, predict the reactants needed to synthesize it. The reactants are: [Cl:1][C:2]1[CH:7]=[C:6]([CH3:8])[CH:5]=[CH:4][C:3]=1[O:9][CH3:10].[Br:11]N1C(=O)CCC1=O.C(OOC(=O)C1C=CC=CC=1)(=O)C1C=CC=CC=1. (4) Given the product [CH3:1][S:2]([C:3]1[C:4]2[CH:27]=[CH:26][NH:25][C:5]=2[N:6]=[C:7]([NH:9][C:10]2[CH:11]=[CH:12][C:13]([N:16]3[CH2:21][CH2:20][N:19]([C:22](=[O:24])[CH3:23])[CH2:18][CH2:17]3)=[CH:14][CH:15]=2)[N:8]=1)=[O:36], predict the reactants needed to synthesize it. The reactants are: [CH3:1][S:2][C:3]1[C:4]2[CH:27]=[CH:26][NH:25][C:5]=2[N:6]=[C:7]([NH:9][C:10]2[CH:15]=[CH:14][C:13]([N:16]3[CH2:21][CH2:20][N:19]([C:22](=[O:24])[CH3:23])[CH2:18][CH2:17]3)=[CH:12][CH:11]=2)[N:8]=1.C1C=C(Cl)C=C(C(OO)=[O:36])C=1.